This data is from Forward reaction prediction with 1.9M reactions from USPTO patents (1976-2016). The task is: Predict the product of the given reaction. (1) Given the reactants [CH2:1]([C@@H:8]1[C@@H:16]([OH:17])[C@H:15]([CH3:18])[O:14][C:13](=[O:19])[C@@H:12]([NH:20][C:21](=[O:27])[O:22][C:23]([CH3:26])([CH3:25])[CH3:24])[CH2:11][O:10][CH2:9]1)[C:2]1[CH:7]=[CH:6][CH:5]=[CH:4][CH:3]=1.FC(F)(F)S(O[C:34]1[CH:39]=[CH:38][CH:37]=[CH:36][C:35]=1[Si](C)(C)C)(=O)=O.[F-].[Cs+].[Na+].[Cl-], predict the reaction product. The product is: [CH2:1]([C@@H:8]1[C@@H:16]([O:17][C:34]2[CH:39]=[CH:38][CH:37]=[CH:36][CH:35]=2)[C@H:15]([CH3:18])[O:14][C:13](=[O:19])[C@@H:12]([NH:20][C:21](=[O:27])[O:22][C:23]([CH3:26])([CH3:25])[CH3:24])[CH2:11][O:10][CH2:9]1)[C:2]1[CH:3]=[CH:4][CH:5]=[CH:6][CH:7]=1. (2) The product is: [CH2:1]([O:3][C:4]([C:6]1[CH:11]=[CH:10][C:9](=[O:12])[NH:8][C:7]=1[C:13]([F:16])([F:14])[F:15])=[O:5])[CH3:2]. Given the reactants [CH2:1]([O:3][C:4]([C:6]1[CH2:11][CH2:10][C:9](=[O:12])[NH:8][C:7]=1[C:13]([F:16])([F:15])[F:14])=[O:5])[CH3:2].BrN1C(=O)CCC1=O, predict the reaction product. (3) Given the reactants [CH3:1][O:2][CH2:3][C:4]1[N:8]2[C:9]3[C:14]([CH:15]=[CH:16][C:7]2=[CH:6][CH:5]=1)=[CH:13][CH:12]=[CH:11][CH:10]=3.[CH3:17][Si](C)(C)C#C/C=C\C1C=CC2C(=CC=CC=2)N=1.[F-].[K+], predict the reaction product. The product is: [CH2:1]([O:2][CH2:3][C:4]1[N:8]2[C:9]3[C:14]([CH:15]=[CH:16][C:7]2=[CH:6][CH:5]=1)=[CH:13][CH:12]=[CH:11][CH:10]=3)[CH3:17]. (4) Given the reactants [O:1]=[C:2]1[CH2:14][CH2:13][C:5]2([C@@H:7]([C:8]([O:10][CH2:11][CH3:12])=[O:9])[CH2:6]2)[CH2:4][CH2:3]1.CC1C=CC(S([O-])(=O)=O)=CC=1.C1C=C[NH+]=CC=1, predict the reaction product. The product is: [O:1]=[C:2]1[CH2:14][CH2:13][C:5]2([CH:7]([C:8]([O:10][CH2:11][CH3:12])=[O:9])[CH2:6]2)[CH2:4][CH2:3]1. (5) Given the reactants [Br:1][C:2]1[CH:3]=[C:4]2[C:10](I)=[CH:9][N:8]([CH2:12][O:13][CH2:14][CH2:15][Si:16]([CH3:19])([CH3:18])[CH3:17])[C:5]2=[N:6][CH:7]=1.COOB([C:25]1[CH:30]=[CH:29][CH:28]=[CH:27][CH:26]=1)O.C1C[O:34][CH2:33]C1.C(#N)C, predict the reaction product. The product is: [Br:1][C:2]1[CH:3]=[C:4]2[C:10]([C:30]3[CH:29]=[CH:28][CH:27]=[CH:26][C:25]=3[O:34][CH3:33])=[CH:9][N:8]([CH2:12][O:13][CH2:14][CH2:15][Si:16]([CH3:19])([CH3:18])[CH3:17])[C:5]2=[N:6][CH:7]=1. (6) Given the reactants [C:1]([C:5]1[CH:6]=[C:7](OS(C(F)(F)F)(=O)=O)[CH:8]=[C:9]([O:11][CH3:12])[CH:10]=1)([CH3:4])([CH3:3])[CH3:2].C1C=CC(P(C2C=CC=CC=2)C2C=CC=CC=2)=CC=1.CC(OC)(C)C.C[C:47]([N:49](C)C)=O, predict the reaction product. The product is: [C:1]([C:5]1[CH:6]=[C:7]([CH:8]=[C:9]([O:11][CH3:12])[CH:10]=1)[C:47]#[N:49])([CH3:4])([CH3:3])[CH3:2].